From a dataset of Catalyst prediction with 721,799 reactions and 888 catalyst types from USPTO. Predict which catalyst facilitates the given reaction. (1) Product: [Cl:1][C:2]1[N:7]=[C:6]([C:8]([NH:16][C:15]2[CH:17]=[C:18]([O:20][CH3:21])[CH:19]=[C:13]([O:12][CH3:11])[CH:14]=2)=[O:9])[CH:5]=[N:4][CH:3]=1. The catalyst class is: 2. Reactant: [Cl:1][C:2]1[N:7]=[C:6]([C:8](Cl)=[O:9])[CH:5]=[N:4][CH:3]=1.[CH3:11][O:12][C:13]1[CH:14]=[C:15]([CH:17]=[C:18]([O:20][CH3:21])[CH:19]=1)[NH2:16]. (2) Reactant: [Br:1][C:2]1[CH:3]=[C:4]2[C:10](I)=[CH:9][N:8]([CH3:12])[C:5]2=[N:6][CH:7]=1.[CH3:13][N:14]1[CH2:19][CH:18]=[C:17](B(O)O)[CH2:16][CH2:15]1.C([O-])([O-])=O.[K+].[K+].O. Product: [Br:1][C:2]1[CH:3]=[C:4]2[C:10]([C:17]3[CH2:18][CH2:19][N:14]([CH3:13])[CH2:15][CH:16]=3)=[CH:9][N:8]([CH3:12])[C:5]2=[N:6][CH:7]=1. The catalyst class is: 77.